The task is: Predict the product of the given reaction.. This data is from Forward reaction prediction with 1.9M reactions from USPTO patents (1976-2016). (1) Given the reactants Cl[C:2]([O:4][CH2:5][C:6]([Cl:9])([Cl:8])[Cl:7])=[O:3].[NH2:10][C:11]1[N:15]([C:16]2[CH:17]=[C:18]([S:22][CH2:23][CH2:24][OH:25])[CH:19]=[CH:20][CH:21]=2)[N:14]=[C:13]([C:26]([CH3:29])([CH3:28])[CH3:27])[CH:12]=1.CCN(C(C)C)C(C)C, predict the reaction product. The product is: [Cl:7][C:6]([Cl:9])([Cl:8])[CH2:5][O:4][C:2](=[O:3])[NH:10][C:11]1[N:15]([C:16]2[CH:21]=[CH:20][CH:19]=[C:18]([S:22][CH2:23][CH2:24][OH:25])[CH:17]=2)[N:14]=[C:13]([C:26]([CH3:29])([CH3:28])[CH3:27])[CH:12]=1. (2) Given the reactants [H-].[Na+].C(OP([CH2:11][C:12]([O:14][CH2:15][CH3:16])=[O:13])(OCC)=O)C.[CH:17]([C:19]1[CH:20]=[C:21]([CH:25]2[C:29]3[C:30]([CH3:44])=[C:31]([NH:36][C:37](=[O:43])[CH2:38][C:39]([CH3:42])([CH3:41])[CH3:40])[C:32]([CH3:35])=[C:33]([CH3:34])[C:28]=3[O:27][CH2:26]2)[CH:22]=[CH:23][CH:24]=1)=O.O, predict the reaction product. The product is: [CH3:40][C:39]([CH3:42])([CH3:41])[CH2:38][C:37]([NH:36][C:31]1[C:32]([CH3:35])=[C:33]([CH3:34])[C:28]2[O:27][CH2:26][CH:25]([C:21]3[CH:20]=[C:19](/[CH:17]=[CH:11]/[C:12]([O:14][CH2:15][CH3:16])=[O:13])[CH:24]=[CH:23][CH:22]=3)[C:29]=2[C:30]=1[CH3:44])=[O:43].